Dataset: Reaction yield outcomes from USPTO patents with 853,638 reactions. Task: Predict the reaction yield, written as a fraction of the theoretical maximum amount of product (1.0 means a 100% yield; for example, 0.34 means a 34% yield). (1) The reactants are [CH3:1][C:2]1[NH:6][N:5]=[C:4]([NH2:7])[CH:3]=1.Br[C:9]1[C:10](=[O:17])[N:11]([CH3:16])[CH:12]=[C:13]([Br:15])[CH:14]=1.C(=O)([O-])[O-].[Cs+].[Cs+].CC1(C)C2C(=C(P(C3C=CC=CC=3)C3C=CC=CC=3)C=CC=2)OC2C(P(C3C=CC=CC=3)C3C=CC=CC=3)=CC=CC1=2. The catalyst is C1C=CC(/C=C/C(/C=C/C2C=CC=CC=2)=O)=CC=1.C1C=CC(/C=C/C(/C=C/C2C=CC=CC=2)=O)=CC=1.C1C=CC(/C=C/C(/C=C/C2C=CC=CC=2)=O)=CC=1.[Pd].[Pd].O1CCOCC1. The product is [Br:15][C:13]1[CH:14]=[C:9]([NH:7][C:4]2[CH:3]=[C:2]([CH3:1])[NH:6][N:5]=2)[C:10](=[O:17])[N:11]([CH3:16])[CH:12]=1. The yield is 0.850. (2) The reactants are [Br:1][C:2]1[S:9][C:8]2[CH:7]=[N:6][N:5](C(=O)C)[C:4]=2[CH:3]=1.O1CCOCC1.C(=O)([O-])[O-].[K+].[K+]. The product is [Br:1][C:2]1[S:9][C:8]2[CH:7]=[N:6][NH:5][C:4]=2[CH:3]=1. The catalyst is C(OCC)(=O)C. The yield is 0.950. (3) The reactants are Br[C:2]1[S:6][C:5]([C:7]([NH:9][C:10]2[CH:15]=[CH:14][CH:13]=[CH:12][C:11]=2[Cl:16])=[O:8])=[CH:4][CH:3]=1.[CH3:17][C:18]1[C:26](B2OC(C)(C)C(C)(C)O2)=[CH:25][C:21]2[N:22]=[CH:23][S:24][C:20]=2[CH:19]=1.C(=O)([O-])[O-].[Na+].[Na+].CC(=O)OCC.[Cl-].[Na+].O. The catalyst is COCCOC.CCO.O.[Pd].C1(P(C2C=CC=CC=2)C2C=CC=CC=2)C=CC=CC=1.C1(P(C2C=CC=CC=2)C2C=CC=CC=2)C=CC=CC=1.C1(P(C2C=CC=CC=2)C2C=CC=CC=2)C=CC=CC=1.C1(P(C2C=CC=CC=2)C2C=CC=CC=2)C=CC=CC=1. The product is [Cl:16][C:11]1[CH:12]=[CH:13][CH:14]=[CH:15][C:10]=1[NH:9][C:7]([C:5]1[S:6][C:2]([C:26]2[C:18]([CH3:17])=[CH:19][C:20]3[S:24][CH:23]=[N:22][C:21]=3[CH:25]=2)=[CH:3][CH:4]=1)=[O:8]. The yield is 0.839. (4) The reactants are [C:1]1([S:7]([C:10]2[CH:11]=[N:12][C:13]3[C:18]([CH:19]=2)=[CH:17][CH:16]=[CH:15][C:14]=3[CH:20]2[CH2:23][N:22](C(OC(C)(C)C)=O)[CH2:21]2)(=[O:9])=[O:8])[CH:6]=[CH:5][CH:4]=[CH:3][CH:2]=1.[ClH:31]. The catalyst is C(Cl)Cl. The product is [ClH:31].[NH:22]1[CH2:23][CH:20]([C:14]2[CH:15]=[CH:16][CH:17]=[C:18]3[C:13]=2[N:12]=[CH:11][C:10]([S:7]([C:1]2[CH:2]=[CH:3][CH:4]=[CH:5][CH:6]=2)(=[O:9])=[O:8])=[CH:19]3)[CH2:21]1. The yield is 0.980. (5) The reactants are C(=O)([O-])[O-].[K+].[K+].[Cl:7][C:8]1[C:15]([F:16])=[CH:14][CH:13]=[C:12]([Cl:17])[C:9]=1[CH:10]=[O:11].[N+:18]([CH3:21])([O-:20])=[O:19]. The catalyst is C1COCC1. The product is [Cl:7][C:8]1[C:15]([F:16])=[CH:14][CH:13]=[C:12]([Cl:17])[C:9]=1[CH:10]([OH:11])[CH2:21][N+:18]([O-:20])=[O:19]. The yield is 1.00. (6) The reactants are C(OC[N:10]1[C:14]2[CH:15]=[N:16][NH:17][C:18](=[O:19])[C:13]=2[C:12]([CH2:20][C:21]2[CH:26]=[CH:25][CH:24]=[CH:23][C:22]=2[C:27]#[N:28])=[C:11]1[C:29]1[CH:34]=[CH:33][C:32]([O:35][CH:36]([F:38])[F:37])=[C:31]([O:39][CH:40]2[CH2:42][CH2:41]2)[CH:30]=1)C1C=CC=CC=1.C(OCN1C2C=NNC(=O)C=2C(CC2C=CC=CC=2F)=C1C1C=CC(OC(F)F)=C(OC2CC2)C=1)C1C=CC=CC=1. No catalyst specified. The product is [C:27]([C:22]1[CH:23]=[CH:24][CH:25]=[CH:26][C:21]=1[CH2:20][C:12]1[C:13]2[C:18](=[O:19])[NH:17][N:16]=[CH:15][C:14]=2[NH:10][C:11]=1[C:29]1[CH:34]=[CH:33][C:32]([O:35][CH:36]([F:37])[F:38])=[C:31]([O:39][CH:40]2[CH2:41][CH2:42]2)[CH:30]=1)#[N:28]. The yield is 0.870. (7) The reactants are [Br:1][C:2]1[CH:7]=[CH:6][C:5]([C:8]2[CH:15]=[CH:14][C:11]([CH:12]=[O:13])=[CH:10][N:9]=2)=[CH:4][CH:3]=1.C[Li].[CH2:18](OCC)C.[Cl-].[NH4+]. The catalyst is O1CCCC1. The product is [Br:1][C:2]1[CH:3]=[CH:4][C:5]([C:8]2[N:9]=[CH:10][C:11]([CH:12]([OH:13])[CH3:18])=[CH:14][CH:15]=2)=[CH:6][CH:7]=1. The yield is 0.590. (8) The reactants are [CH:1]1([C:4]2[C:5]([N:24]([C:29]3[CH:34]=[CH:33][C:32]([B:35]4[O:39]C(C)(C)C(C)(C)[O:36]4)=[C:31]([CH2:44][O:45][CH2:46][O:47][CH3:48])[CH:30]=3)[S:25]([CH3:28])(=[O:27])=[O:26])=[CH:6][C:7]3[O:11][C:10]([C:12]4[CH:17]=[CH:16][C:15]([F:18])=[CH:14][CH:13]=4)=[C:9]([C:19]([NH:21][CH3:22])=[O:20])[C:8]=3[CH:23]=2)[CH2:3][CH2:2]1.Cl.I([O-])(=O)(=O)=O.[Na+]. The yield is 0.290. The catalyst is CO.O1CCCC1. The product is [CH:1]1([C:4]2[C:5]([N:24]([C:29]3[CH:34]=[CH:33][C:32]([B:35]([OH:36])[OH:39])=[C:31]([CH2:44][O:45][CH2:46][O:47][CH3:48])[CH:30]=3)[S:25]([CH3:28])(=[O:27])=[O:26])=[CH:6][C:7]3[O:11][C:10]([C:12]4[CH:13]=[CH:14][C:15]([F:18])=[CH:16][CH:17]=4)=[C:9]([C:19](=[O:20])[NH:21][CH3:22])[C:8]=3[CH:23]=2)[CH2:3][CH2:2]1.